Dataset: Reaction yield outcomes from USPTO patents with 853,638 reactions. Task: Predict the reaction yield, written as a fraction of the theoretical maximum amount of product (1.0 means a 100% yield; for example, 0.34 means a 34% yield). (1) The reactants are [CH2:1]([N:3]([CH2:10][CH3:11])[CH2:4][CH2:5][C:6]([CH3:9])([NH2:8])[CH3:7])[CH3:2].[C:12](ON1C(=O)CCC1=O)([O:14][CH2:15][C:16]1[CH:21]=[CH:20][CH:19]=[CH:18][CH:17]=1)=[O:13]. The yield is 0.378. The product is [CH2:10]([N:3]([CH2:1][CH3:2])[CH2:4][CH2:5][C:6]([NH:8][C:12](=[O:13])[O:14][CH2:15][C:16]1[CH:21]=[CH:20][CH:19]=[CH:18][CH:17]=1)([CH3:9])[CH3:7])[CH3:11]. The catalyst is C1COCC1. (2) The reactants are [Cl:1][C:2]1[CH:10]=[C:9]2[C:5]([C:6]3([C@@H:15]([C:16]4[CH:21]=[CH:20][N:19]=[C:18]([Cl:22])[C:17]=4[F:23])[C@H:14]([C:24]([OH:26])=O)[NH:13][C:12]43[CH2:31][CH2:30][C:29]([CH3:33])([CH3:32])[CH2:28][CH2:27]4)[C:7](=[O:11])[NH:8]2)=[CH:4][CH:3]=1.[CH3:34][N:35]1[C:39]([CH2:40][NH2:41])=[CH:38][N:37]=[CH:36]1. No catalyst specified. The product is [Cl:1][C:2]1[CH:10]=[C:9]2[C:5]([C@@:6]3([C@@H:15]([C:16]4[CH:21]=[CH:20][N:19]=[C:18]([Cl:22])[C:17]=4[F:23])[C@H:14]([C:24]([NH:41][CH2:40][C:39]4[N:35]([CH3:34])[CH:36]=[N:37][CH:38]=4)=[O:26])[NH:13][C:12]43[CH2:31][CH2:30][C:29]([CH3:32])([CH3:33])[CH2:28][CH2:27]4)[C:7](=[O:11])[NH:8]2)=[CH:4][CH:3]=1. The yield is 0.410. (3) The reactants are C(OC)(=O)CCCCCCCCCCCCC.C(OC)(=O)CCCCCCCCCCCCCCC.[C:37]([O:56]C)(=[O:55])[CH2:38][CH2:39][CH2:40][CH2:41][CH2:42][CH2:43][CH2:44]/[CH:45]=[CH:46]\[CH2:47][CH2:48][CH2:49][CH2:50][CH2:51][CH2:52][CH2:53][CH3:54].C(OC)(=O)CCCCCCC/C=C\C/C=C\CCCCC. The catalyst is CO. The product is [C:37]([OH:56])(=[O:55])[CH2:38][CH2:39][CH2:40][CH2:41][CH2:42][CH2:43][CH2:44]/[CH:45]=[CH:46]\[CH2:47][CH2:48][CH2:49][CH2:50][CH2:51][CH2:52][CH2:53][CH3:54]. The yield is 0.800. (4) The reactants are [N:1]([CH2:4][CH2:5][NH:6][C:7](=[O:21])[CH2:8][CH2:9][CH2:10][CH2:11][CH2:12][CH2:13][CH2:14][CH2:15][CH2:16][CH2:17]CCC)=[N+:2]=[N-:3].N([CH2:25][CH2:26]N)=[N+]=[N-].C(N(CC)CC)C. The catalyst is ClCCl. The product is [N:1]([CH2:4][CH2:5][NH:6][C:7]([C:8]1[CH:9]=[CH:10][C:11]([C:12]2[CH:13]=[CH:14][CH:15]=[CH:16][CH:17]=2)=[CH:26][CH:25]=1)=[O:21])=[N+:2]=[N-:3]. The yield is 0.850. (5) The reactants are Cl[CH2:2][C:3]1[C:11]([F:12])=[CH:10][C:6]2[O:7][CH2:8][O:9][C:5]=2[CH:4]=1.[C-:13]#[N:14].[Na+].O. The catalyst is CS(C)=O. The product is [F:12][C:11]1[C:3]([CH2:2][C:13]#[N:14])=[CH:4][C:5]2[O:9][CH2:8][O:7][C:6]=2[CH:10]=1. The yield is 0.700. (6) The reactants are [CH2:1](Cl)[CH2:2][Cl:3].[CH3:5][NH:6][CH2:7][C:8]1[C:12]2[CH:13]=[CH:14][CH:15]=[CH:16][C:11]=2OC=1C.[ClH:18].[CH3:19][N:20]1[CH2:26][C:25]2[CH:27]=[C:28]([CH:31]=[CH:32][C:33]([OH:35])=O)[CH:29]=[N:30][C:24]=2[NH:23][CH2:22][CH2:21]1.Cl.CC[O:39]CC. The catalyst is O.C(Cl)Cl. The product is [ClH:3].[ClH:18].[CH3:5][N:6]([CH2:7][C:8]1[O:39][C:2]2[CH:1]=[CH:14][CH:15]=[CH:16][C:11]=2[C:12]=1[CH3:13])[C:33](=[O:35])[CH:32]=[CH:31][C:28]1[CH:29]=[N:30][C:24]2[NH:23][CH2:22][CH2:21][N:20]([CH3:19])[CH2:26][C:25]=2[CH:27]=1. The yield is 0.530. (7) The reactants are Br[CH:2]1[CH2:20][CH2:19][C:5]2=[CH:6][C:7]3[C:8]4[CH:17]=[CH:16][C:15]([Cl:18])=[CH:14][C:9]=4[CH2:10][O:11][C:12]=3[CH:13]=[C:4]2[C:3]1=[O:21].[C:22]([O:26][C:27]([N:29]1[CH2:33][C@@H:32]([CH3:34])[CH2:31][C@H:30]1[C:35]([OH:37])=[O:36])=[O:28])([CH3:25])([CH3:24])[CH3:23].CCN(C(C)C)C(C)C. The catalyst is CC#N.CCOC(C)=O. The product is [CH3:34][C@@H:32]1[CH2:33][N:29]([C:27]([O:26][C:22]([CH3:23])([CH3:25])[CH3:24])=[O:28])[C@H:30]([C:35]([O:37][CH:2]2[CH2:20][CH2:19][C:5]3=[CH:6][C:7]4[C:8]5[CH:17]=[CH:16][C:15]([Cl:18])=[CH:14][C:9]=5[CH2:10][O:11][C:12]=4[CH:13]=[C:4]3[C:3]2=[O:21])=[O:36])[CH2:31]1. The yield is 0.700.